This data is from Forward reaction prediction with 1.9M reactions from USPTO patents (1976-2016). The task is: Predict the product of the given reaction. (1) Given the reactants C(=O)([O-])[O-].[K+].[K+].[CH:7]([C:20]1[CH:25]=[CH:24][CH:23]=[C:22]([C:26]2[CH:31]=[CH:30][CH:29]=[C:28](Br)[C:27]=2[O:33][CH2:34][C:35]2[CH:40]=[CH:39][C:38]([F:41])=[CH:37][CH:36]=2)[N:21]=1)([C:14]1[CH:19]=[CH:18][CH:17]=[CH:16][CH:15]=1)[C:8]1[CH:13]=[CH:12][CH:11]=[CH:10][CH:9]=1.[C:42]1(B(O)O)[CH:47]=[CH:46][CH:45]=[CH:44][CH:43]=1, predict the reaction product. The product is: [CH:7]([C:20]1[CH:25]=[CH:24][CH:23]=[C:22]([C:26]2[C:27]([O:33][CH2:34][C:35]3[CH:40]=[CH:39][C:38]([F:41])=[CH:37][CH:36]=3)=[C:28]([C:42]3[CH:47]=[CH:46][CH:45]=[CH:44][CH:43]=3)[CH:29]=[CH:30][CH:31]=2)[N:21]=1)([C:14]1[CH:19]=[CH:18][CH:17]=[CH:16][CH:15]=1)[C:8]1[CH:13]=[CH:12][CH:11]=[CH:10][CH:9]=1. (2) Given the reactants O[B:2]1[CH2:7][CH2:6][CH2:5][CH:4]([CH2:8][C:9]([O:11][C:12]([CH3:15])([CH3:14])[CH3:13])=[O:10])[O:3]1.C[C@@:17]1([OH:27])[C@H:22]([OH:23])[CH2:21][C@@H:20]2[CH2:24][C@H:18]1[C:19]2([CH3:26])[CH3:25].[CH2:28]1COCC1, predict the reaction product. The product is: [OH:3][CH:4]([CH2:5][CH2:6][CH2:7][B:2]1[O:23][C@:22]2([CH3:28])[C@@H:17]([C@@H:18]3[CH2:24][C@H:20]([CH2:21]2)[C:19]3([CH3:25])[CH3:26])[O:27]1)[CH2:8][C:9]([O:11][C:12]([CH3:15])([CH3:14])[CH3:13])=[O:10]. (3) Given the reactants Cl[C:2]1[CH:3]=[CH:4][C:5]2[CH2:6][N:7]([CH3:19])[CH2:8][C@@H:9]([C:13]3[CH:18]=[CH:17][CH:16]=[CH:15][CH:14]=3)[O:10][C:11]=2[N:12]=1.[CH3:20][O:21][C:22]1[N:27]=[C:26]([NH2:28])[CH:25]=[CH:24][C:23]=1[N:29]1[CH:33]=[C:32]([CH3:34])[N:31]=[CH:30]1.C1(P(C2CCCCC2)C2C=CC=CC=2C2C=CC=CC=2)CCCCC1, predict the reaction product. The product is: [CH3:20][O:21][C:22]1[N:27]=[C:26]([NH:28][C:2]2[CH:3]=[CH:4][C:5]3[CH2:6][N:7]([CH3:19])[CH2:8][C@@H:9]([C:13]4[CH:18]=[CH:17][CH:16]=[CH:15][CH:14]=4)[O:10][C:11]=3[N:12]=2)[CH:25]=[CH:24][C:23]=1[N:29]1[CH:33]=[C:32]([CH3:34])[N:31]=[CH:30]1. (4) The product is: [Br:1][C:2]1[CH:7]=[CH:6][C:5]([C:8]([N:11]2[CH2:18][CH2:17][O:16][CH2:13][CH2:14]2)([CH3:9])[CH3:10])=[C:4]([CH3:12])[CH:3]=1. Given the reactants [Br:1][C:2]1[CH:7]=[CH:6][C:5]([C:8]([NH2:11])([CH3:10])[CH3:9])=[C:4]([CH3:12])[CH:3]=1.[CH2:13]([O:16][CH2:17][CH2:18]Br)[CH2:14]Br.C(N(CC)C(C)C)(C)C, predict the reaction product. (5) Given the reactants [CH3:1][O:2][C:3]([C:5]1[C:14]2[C:9](=[C:10]([N+:15]([O-])=O)[CH:11]=[CH:12][CH:13]=2)[C:8](=[O:18])[N:7]([C:19]2[CH:24]=[CH:23][CH:22]=[CH:21][CH:20]=2)[C:6]=1[CH3:25])=[O:4], predict the reaction product. The product is: [CH3:1][O:2][C:3]([C:5]1[C:14]2[C:9](=[C:10]([NH2:15])[CH:11]=[CH:12][CH:13]=2)[C:8](=[O:18])[N:7]([C:19]2[CH:24]=[CH:23][CH:22]=[CH:21][CH:20]=2)[C:6]=1[CH3:25])=[O:4]. (6) The product is: [N+:1]([C:4]1[CH:5]=[CH:6][N:7]([C:21]2[NH:20][C:19](=[O:32])[C:18]([O:17][C:16]3[CH:33]=[CH:34][C:35]([Cl:36])=[C:14]([Cl:13])[CH:15]=3)=[C:23]([C:24]([F:25])([F:27])[F:26])[N:22]=2)[N:8]=1)([O-:3])=[O:2]. Given the reactants [N+:1]([C:4]1[NH:8][N:7]=[CH:6][CH:5]=1)([O-:3])=[O:2].C(O)(=O)C.[Cl:13][C:14]1[CH:15]=[C:16]([CH:33]=[CH:34][C:35]=1[Cl:36])[O:17][C:18]1[C:19](=[O:32])[NH:20][C:21](S(C)(=O)=O)=[N:22][C:23]=1[C:24]([F:27])([F:26])[F:25], predict the reaction product. (7) Given the reactants [F:1][C:2]1[CH:7]=[CH:6][C:5]([C:8]2[CH:16]=[C:15]3[C:11]([CH2:12][CH2:13][N:14]3[C:17](=[O:34])[C@@H:18]([NH:26]C(=O)OC(C)(C)C)[CH2:19][C:20]3[CH:25]=[CH:24][CH:23]=[CH:22][CH:21]=3)=[CH:10][CH:9]=2)=[CH:4][CH:3]=1.C(O)(C(F)(F)F)=O.[ClH:42], predict the reaction product. The product is: [ClH:42].[NH2:26][C@@H:18]([CH2:19][C:20]1[CH:25]=[CH:24][CH:23]=[CH:22][CH:21]=1)[C:17]([N:14]1[C:15]2[C:11](=[CH:10][CH:9]=[C:8]([C:5]3[CH:6]=[CH:7][C:2]([F:1])=[CH:3][CH:4]=3)[CH:16]=2)[CH2:12][CH2:13]1)=[O:34].